From a dataset of Drug-target binding data from BindingDB using IC50 measurements. Regression. Given a target protein amino acid sequence and a drug SMILES string, predict the binding affinity score between them. We predict pIC50 (pIC50 = -log10(IC50 in M); higher means more potent). Dataset: bindingdb_ic50. The compound is COc1ccc(Cn2c(=O)n3ncnc3c3cc(CN4CCNCC4(C)C)cnc32)cc1. The target protein (Q01064) has sequence MELSPRSPPEMLEESDCPSPLELKSAPSKKMWIKLRSLLRYMVKQLENGEINIEELKKNLEYTASLLEAVYIDETRQILDTEDELQELRSDAVPSEVRDWLASTFTQQARAKGRRAEEKPKFRSIVHAVQAGIFVERMFRRTYTSVGPTYSTAVLNCLKNLDLWCFDVFSLNQAADDHALRTIVFELLTRHNLISRFKIPTVFLMSFLDALETGYGKYKNPYHNQIHAADVTQTVHCFLLRTGMVHCLSEIELLAIIFAAAIHDYEHTGTTNSFHIQTKSECAIVYNDRSVLENHHISSVFRLMQDDEMNIFINLTKDEFVELRALVIEMVLATDMSCHFQQVKTMKTALQQLERIDKPKALSLLLHAADISHPTKQWLVHSRWTKALMEEFFRQGDKEAELGLPFSPLCDRTSTLVAQSQIGFIDFIVEPTFSVLTDVAEKSVQPLADEDSKSKNQPSFQWRQPSLDVEVGDPNPDVVSFRSTWVKRIQENKQKWKERA.... The pIC50 is 6.3.